Dataset: Reaction yield outcomes from USPTO patents with 853,638 reactions. Task: Predict the reaction yield, written as a fraction of the theoretical maximum amount of product (1.0 means a 100% yield; for example, 0.34 means a 34% yield). The reactants are C1(N=C=NC2CCCCC2)CCCCC1.[NH:16]1[C:20](=[O:21])[CH2:19][CH2:18][C@H:17]1[C:22]([OH:24])=O.[CH2:25]([NH2:32])[C:26]1[CH:31]=[CH:30][CH:29]=[CH:28][CH:27]=1.[C:33](OC([O-])=O)([O:35][C:36]([CH3:39])([CH3:38])[CH3:37])=[O:34].C(N(CC)CC)C. The catalyst is CN(C)C=O.CN(C)C1C=CN=CC=1. The product is [C:36]([O:35][C:33]([N:16]1[C:20](=[O:21])[CH2:19][CH2:18][C@H:17]1[C:22](=[O:24])[NH:32][CH2:25][C:26]1[CH:31]=[CH:30][CH:29]=[CH:28][CH:27]=1)=[O:34])([CH3:39])([CH3:38])[CH3:37]. The yield is 0.175.